Dataset: Full USPTO retrosynthesis dataset with 1.9M reactions from patents (1976-2016). Task: Predict the reactants needed to synthesize the given product. (1) The reactants are: Cl[CH2:2][C:3]1[N:8]=[N:7][C:6]([C:9]2[CH:10]=[C:11]([CH:17]=[CH:18][C:19]=2[F:20])[C:12]([N:14]([CH3:16])[CH3:15])=[O:13])=[CH:5][CH:4]=1.[N-:21]=[N+:22]=[N-:23].[Na+]. Given the product [N:21]([CH2:2][C:3]1[N:8]=[N:7][C:6]([C:9]2[CH:10]=[C:11]([CH:17]=[CH:18][C:19]=2[F:20])[C:12]([N:14]([CH3:16])[CH3:15])=[O:13])=[CH:5][CH:4]=1)=[N+:22]=[N-:23], predict the reactants needed to synthesize it. (2) Given the product [Br:1][C:2]1[CH:7]=[CH:6][C:5]([C:8]2([C:39]([NH:35][NH2:36])=[O:18])[CH2:16][CH2:15]2)=[CH:4][C:3]=1[F:10], predict the reactants needed to synthesize it. The reactants are: [Br:1][C:2]1[CH:7]=[CH:6][C:5]([CH2:8]Br)=[CH:4][C:3]=1[F:10].[C-]#N.[Na+].Br[CH2:15][CH2:16]Cl.[OH-:18].[K+].Cl.Cl.C(N=C=NCCCN(C)C)C.O.O[N:35]1[C:39]2C=CC=CC=2N=[N:36]1.C(N(CC)CC)C.